From a dataset of Peptide-MHC class II binding affinity with 134,281 pairs from IEDB. Regression. Given a peptide amino acid sequence and an MHC pseudo amino acid sequence, predict their binding affinity value. This is MHC class II binding data. (1) The peptide sequence is LQSLGADIASEQAVL. The MHC is HLA-DQA10201-DQB10202 with pseudo-sequence HLA-DQA10201-DQB10202. The binding affinity (normalized) is 0.548. (2) The peptide sequence is PQPELPYPQPQLPY. The MHC is DRB1_0701 with pseudo-sequence DRB1_0701. The binding affinity (normalized) is 0. (3) The binding affinity (normalized) is 0.280. The MHC is DRB1_0101 with pseudo-sequence DRB1_0101. The peptide sequence is VVAVDQSVSGSGGNH. (4) The peptide sequence is VGINTRNMTMSMSMI. The MHC is DRB3_0101 with pseudo-sequence DRB3_0101. The binding affinity (normalized) is 0.376. (5) The peptide sequence is KMIGGIGGFIKVRQYDQIHI. The MHC is DRB3_0101 with pseudo-sequence DRB3_0101. The binding affinity (normalized) is 0.0924. (6) The peptide sequence is EQEILNYMSPHHKKLHHHHHH. The MHC is DRB3_0101 with pseudo-sequence DRB3_0101. The binding affinity (normalized) is 0.393. (7) The peptide sequence is IVYIKPAKNIYSFNE. The MHC is HLA-DPA10201-DPB10101 with pseudo-sequence HLA-DPA10201-DPB10101. The binding affinity (normalized) is 0.317. (8) The peptide sequence is MTEQQWNFAGIEAAA. The MHC is DRB1_0301 with pseudo-sequence DRB1_0301. The binding affinity (normalized) is 0.